This data is from Reaction yield outcomes from USPTO patents with 853,638 reactions. The task is: Predict the reaction yield, written as a fraction of the theoretical maximum amount of product (1.0 means a 100% yield; for example, 0.34 means a 34% yield). (1) The reactants are [Cl:1][C:2]1[CH:3]=[C:4]([CH:8]=[CH:9][C:10]=1[C:11]1[C:20]([C:21]([F:24])([F:23])[F:22])=[N:19][C:18]2[C:13](=[CH:14][CH:15]=[C:16]([O:25]C)[CH:17]=2)[N:12]=1)[C:5]([OH:7])=[O:6].B(Br)(Br)Br. The catalyst is C(Cl)Cl. The product is [Cl:1][C:2]1[CH:3]=[C:4]([CH:8]=[CH:9][C:10]=1[C:11]1[C:20]([C:21]([F:23])([F:24])[F:22])=[N:19][C:18]2[C:13](=[CH:14][CH:15]=[C:16]([OH:25])[CH:17]=2)[N:12]=1)[C:5]([OH:7])=[O:6]. The yield is 0.180. (2) The reactants are [Cl:1][C:2]1[CH:7]=[C:6]([C:8]2[CH:13]=[N:12][CH:11]=[C:10]([CH3:14])[N:9]=2)[CH:5]=[CH:4][C:3]=1[C:15]1[C:26](=[O:27])[NH:25][C:18]2[N:19]=[C:20]([S:23][CH3:24])[N:21]=[CH:22][C:17]=2[CH:16]=1.Cl.Cl[CH2:30][CH2:31][N:32]1[CH2:37][CH2:36][N:35]([CH3:38])[CH2:34][CH2:33]1.C(=O)([O-])[O-].[Cs+].[Cs+].O. The catalyst is CN(C=O)C. The product is [Cl:1][C:2]1[CH:7]=[C:6]([C:8]2[CH:13]=[N:12][CH:11]=[C:10]([CH3:14])[N:9]=2)[CH:5]=[CH:4][C:3]=1[C:15]1[C:26](=[O:27])[N:25]([CH2:30][CH2:31][N:32]2[CH2:37][CH2:36][N:35]([CH3:38])[CH2:34][CH2:33]2)[C:18]2[N:19]=[C:20]([S:23][CH3:24])[N:21]=[CH:22][C:17]=2[CH:16]=1. The yield is 0.227. (3) The reactants are [Cl:1][C:2]1[C:3]([O:21][CH3:22])=[C:4]2[N:10]=[C:9]([C:11]3[CH:16]=[CH:15][C:14]([O:17][CH2:18][CH2:19]Cl)=[CH:13][CH:12]=3)[NH:8][C:5]2=[N:6][CH:7]=1.[NH:23]1[CH2:28][CH2:27][O:26][CH2:25][CH2:24]1.CCN(C(C)C)C(C)C. The catalyst is CN1C(=O)CCC1. The product is [Cl:1][C:2]1[C:3]([O:21][CH3:22])=[C:4]2[N:10]=[C:9]([C:11]3[CH:16]=[CH:15][C:14]([O:17][CH2:18][CH2:19][N:23]4[CH2:28][CH2:27][O:26][CH2:25][CH2:24]4)=[CH:13][CH:12]=3)[NH:8][C:5]2=[N:6][CH:7]=1. The yield is 0.0700.